Task: Predict the reactants needed to synthesize the given product.. Dataset: Full USPTO retrosynthesis dataset with 1.9M reactions from patents (1976-2016) Given the product [OH:8][C:9]1[CH:10]=[C:11]2[C:16](=[CH:17][CH:18]=1)[CH2:15][N:14]([CH2:19][C:20]1([NH:28][C:29](=[O:35])[O:30][C:31]([CH3:34])([CH3:33])[CH3:32])[CH2:25][O:24][C:23]([CH3:27])([CH3:26])[O:22][CH2:21]1)[CH2:13][CH2:12]2, predict the reactants needed to synthesize it. The reactants are: C([O:8][C:9]1[CH:10]=[C:11]2[C:16](=[CH:17][CH:18]=1)[CH2:15][N:14]([CH2:19][C:20]1([NH:28][C:29](=[O:35])[O:30][C:31]([CH3:34])([CH3:33])[CH3:32])[CH2:25][O:24][C:23]([CH3:27])([CH3:26])[O:22][CH2:21]1)[CH2:13][CH2:12]2)C1C=CC=CC=1.